Dataset: CYP2C19 inhibition data for predicting drug metabolism from PubChem BioAssay. Task: Regression/Classification. Given a drug SMILES string, predict its absorption, distribution, metabolism, or excretion properties. Task type varies by dataset: regression for continuous measurements (e.g., permeability, clearance, half-life) or binary classification for categorical outcomes (e.g., BBB penetration, CYP inhibition). Dataset: cyp2c19_veith. The compound is CN(CCO)c1nc(N)c2c(N)nc3c(c2c1C#N)CC(=O)N3C1CCCC1. The result is 0 (non-inhibitor).